Task: Predict the reactants needed to synthesize the given product.. Dataset: Full USPTO retrosynthesis dataset with 1.9M reactions from patents (1976-2016) The reactants are: [CH3:1][O:2][C:3]1[S:4][CH:5]=[CH:6][CH:7]=1.[ClH:8].[N:9]12[CH2:16][CH2:15][CH:12]([CH2:13][CH2:14]1)[C@@H:11]([NH:17][C:18](C1SC(C#N)=CC=1)=[O:19])[CH2:10]2. Given the product [ClH:8].[N:9]12[CH2:16][CH2:15][CH:12]([CH2:13][CH2:14]1)[C@@H:11]([NH:17][C:18]([C:5]1[S:4][C:3]([O:2][CH3:1])=[CH:7][CH:6]=1)=[O:19])[CH2:10]2, predict the reactants needed to synthesize it.